Dataset: Catalyst prediction with 721,799 reactions and 888 catalyst types from USPTO. Task: Predict which catalyst facilitates the given reaction. (1) Reactant: [F:1][C:2]([F:24])([F:23])[CH:3]([C:5]1[C:15]2[O:14][CH2:13][CH2:12][N:11](C(OC(C)(C)C)=O)[CH2:10][C:9]=2[CH:8]=[CH:7][CH:6]=1)[CH3:4].C(OCC)(=O)C.[ClH:31]. Product: [ClH:31].[F:24][C:2]([F:1])([F:23])[CH:3]([C:5]1[C:15]2[O:14][CH2:13][CH2:12][NH:11][CH2:10][C:9]=2[CH:8]=[CH:7][CH:6]=1)[CH3:4]. The catalyst class is: 13. (2) Reactant: [CH2:1]1[O:9][C@H:8]([CH2:10][OH:11])[C@@H:6]([OH:7])[C@H:4]([OH:5])[C:2]1=[O:3].[C:12](O)(=[O:24])[CH2:13][CH2:14][CH2:15][CH2:16][CH2:17][CH2:18][CH2:19][CH2:20][CH2:21][CH2:22][CH3:23].N1C=CC=CC=1. Product: [C:12]([O:11][CH2:10][C@H:8]1[O:9][CH2:1][C:2](=[O:3])[C@@H:4]([OH:5])[C@@H:6]1[OH:7])(=[O:24])[CH2:13][CH2:14][CH2:15][CH2:16][CH2:17][CH2:18][CH2:19][CH2:20][CH2:21][CH2:22][CH3:23]. The catalyst class is: 21. (3) Product: [N:53]1([CH:59]2[CH2:64][CH2:63][N:62]([C:22](=[O:23])[C@H:21]([NH:20][C:18]([N:15]3[CH2:16][CH2:17][CH:12]([N:11]4[CH2:10][C:9]5[C:4](=[CH:5][CH:6]=[CH:7][CH:8]=5)[NH:3][C:2]4=[O:1])[CH2:13][CH2:14]3)=[O:19])[CH2:25][C:26]3[CH:27]=[C:28]4[C:32](=[CH:33][CH:34]=3)[N:31]([S:35]([CH2:38][CH2:39][Si:40]([CH3:43])([CH3:41])[CH3:42])(=[O:36])=[O:37])[N:30]=[CH:29]4)[CH2:61][CH2:60]2)[CH2:58][CH2:57][CH2:56][CH2:55][CH2:54]1. Reactant: [O:1]=[C:2]1[N:11]([CH:12]2[CH2:17][CH2:16][N:15]([C:18]([NH:20][C@H:21]([CH2:25][C:26]3[CH:27]=[C:28]4[C:32](=[CH:33][CH:34]=3)[N:31]([S:35]([CH2:38][CH2:39][Si:40]([CH3:43])([CH3:42])[CH3:41])(=[O:37])=[O:36])[N:30]=[CH:29]4)[C:22](O)=[O:23])=[O:19])[CH2:14][CH2:13]2)[CH2:10][C:9]2[C:4](=[CH:5][CH:6]=[CH:7][CH:8]=2)[NH:3]1.C(N(CC)C(C)C)(C)C.[N:53]1([CH:59]2[CH2:64][CH2:63][NH:62][CH2:61][CH2:60]2)[CH2:58][CH2:57][CH2:56][CH2:55][CH2:54]1.C1CN([P+](ON2N=NC3C=CC=CC2=3)(N2CCCC2)N2CCCC2)CC1.F[P-](F)(F)(F)(F)F. The catalyst class is: 2. (4) Reactant: CO[C:3]([C@@H:5]1[C@@H:12]2[C@@H:8]([O:9][C:10]([CH3:14])([CH3:13])[O:11]2)[C@H:7]([N:15]2[CH:23]=[N:22][C:21]3[C:16]2=[N:17][CH:18]=[N:19][C:20]=3[NH:24][CH:25]2[CH2:29][CH2:28][CH2:27][CH2:26]2)[O:6]1)=[O:4].O.[NH2:31][NH2:32]. Product: [CH:25]1([NH:24][C:20]2[N:19]=[CH:18][N:17]=[C:16]3[C:21]=2[N:22]=[CH:23][N:15]3[C@H:7]2[C@@H:8]3[O:9][C:10]([CH3:14])([CH3:13])[O:11][C@@H:12]3[C@@H:5]([C:3]([NH:31][NH2:32])=[O:4])[O:6]2)[CH2:29][CH2:28][CH2:27][CH2:26]1. The catalyst class is: 5. (5) Reactant: Cl[C:2]1[CH:7]=[CH:6][N:5]=[C:4]2[CH:8]=[C:9]([C:11]3[N:12]([CH3:16])[CH:13]=[CH:14][N:15]=3)[S:10][C:3]=12.[CH3:17][C:18]1[NH:19][C:20]2[C:25]([CH:26]=1)=[CH:24][C:23]([NH2:27])=[CH:22][CH:21]=2.ClC(Cl)C. Product: [CH3:16][N:12]1[CH:13]=[CH:14][N:15]=[C:11]1[C:9]1[S:10][C:3]2[C:4](=[N:5][CH:6]=[CH:7][C:2]=2[NH:27][C:23]2[CH:24]=[C:25]3[C:20](=[CH:21][CH:22]=2)[NH:19][C:18]([CH3:17])=[CH:26]3)[CH:8]=1. The catalyst class is: 107. (6) Reactant: [Cl:1][C:2]1[C:10]([C:11]#[N:12])=[CH:9][CH:8]=[C:7]2[C:3]=1[CH:4]=[C:5]([CH:13]([F:15])[F:14])[NH:6]2.C([O-])([O-])=O.[Cs+].[Cs+].[CH3:22][S:23]([C:26]1[CH:31]=[CH:30][C:29]([O:32][CH2:33][CH2:34]Br)=[CH:28][CH:27]=1)(=[O:25])=[O:24]. Product: [Cl:1][C:2]1[C:10]([C:11]#[N:12])=[CH:9][CH:8]=[C:7]2[C:3]=1[CH:4]=[C:5]([CH:13]([F:14])[F:15])[N:6]2[CH2:34][CH2:33][O:32][C:29]1[CH:28]=[CH:27][C:26]([S:23]([CH3:22])(=[O:25])=[O:24])=[CH:31][CH:30]=1. The catalyst class is: 23.